Dataset: Catalyst prediction with 721,799 reactions and 888 catalyst types from USPTO. Task: Predict which catalyst facilitates the given reaction. (1) Reactant: [C:1]([C:3]1[CH:4]=[C:5]([NH:9][C:10]2[C:19]3[C:14](=[CH:15][C:16]([O:21][CH3:22])=[C:17]([OH:20])[CH:18]=3)[N:13]=[CH:12][N:11]=2)[CH:6]=[CH:7][CH:8]=1)#[CH:2].Cl[CH2:24][CH2:25][CH2:26][N:27]1[CH2:32][CH2:31][CH:30]2[CH2:33][O:34][CH2:35][CH:29]2[CH2:28]1.C([O-])([O-])=O.[K+].[K+].C(Cl)Cl. Product: [C:1]([C:3]1[CH:4]=[C:5]([NH:9][C:10]2[C:19]3[C:14](=[CH:15][C:16]([O:21][CH3:22])=[C:17]([O:20][CH2:24][CH2:25][CH2:26][N:27]4[CH2:32][CH2:31][CH:30]5[CH2:33][O:34][CH2:35][CH:29]5[CH2:28]4)[CH:18]=3)[N:13]=[CH:12][N:11]=2)[CH:6]=[CH:7][CH:8]=1)#[CH:2]. The catalyst class is: 3. (2) Reactant: [NH2:1][CH2:2][CH:3]1[CH2:8][CH2:7][CH2:6][CH2:5][N:4]1[C:9]([O:11][C:12]([CH3:15])([CH3:14])[CH3:13])=[O:10].C(N(C(C)C)CC)(C)C.[Cl:25][CH2:26][C:27](Cl)=[O:28]. Product: [Cl:25][CH2:26][C:27]([NH:1][CH2:2][CH:3]1[CH2:8][CH2:7][CH2:6][CH2:5][N:4]1[C:9]([O:11][C:12]([CH3:15])([CH3:14])[CH3:13])=[O:10])=[O:28]. The catalyst class is: 2. (3) Reactant: [C:1]1([NH:7][CH2:8][C:9]([OH:11])=[O:10])[CH:6]=[CH:5][CH:4]=[CH:3][CH:2]=1.[OH-].[Na+].[C:14](Cl)(=[O:17])[O:15][CH3:16]. Product: [CH3:16][O:15][C:14]([N:7]([C:1]1[CH:6]=[CH:5][CH:4]=[CH:3][CH:2]=1)[CH2:8][C:9]([OH:11])=[O:10])=[O:17]. The catalyst class is: 310. (4) Reactant: O.[OH-].[Li+].C[O:5][C:6]([C:8]1[C:16]2[C:11](=[CH:12][CH:13]=[CH:14][CH:15]=2)[N:10]([C:17]2[C:26]3[C:21](=[CH:22][C:23]([C:27]([F:30])([F:29])[F:28])=[CH:24][CH:25]=3)[N:20]=[CH:19][CH:18]=2)[CH:9]=1)=[O:7]. Product: [C:6]([C:8]1[C:16]2[C:11](=[CH:12][CH:13]=[CH:14][CH:15]=2)[N:10]([C:17]2[C:26]3[C:21](=[CH:22][C:23]([C:27]([F:30])([F:28])[F:29])=[CH:24][CH:25]=3)[N:20]=[CH:19][CH:18]=2)[CH:9]=1)([OH:7])=[O:5]. The catalyst class is: 30. (5) Reactant: [C:1]([C:5]1[CH:6]=[CH:7][C:8]([OH:13])=[C:9]([CH:12]=1)[CH:10]=[O:11])([CH3:4])([CH3:3])[CH3:2].[O:14]=[N+:15]=[O:16]. Product: [C:1]([C:5]1[CH:6]=[C:7]([N+:15]([O-:16])=[O:14])[C:8]([OH:13])=[C:9]([CH:12]=1)[CH:10]=[O:11])([CH3:4])([CH3:2])[CH3:3]. The catalyst class is: 23.